Dataset: Full USPTO retrosynthesis dataset with 1.9M reactions from patents (1976-2016). Task: Predict the reactants needed to synthesize the given product. (1) The reactants are: [C:1]([C:5]1[CH:10]=[CH:9][C:8]([C:11](=O)[CH3:12])=[C:7]([O:14][CH3:15])[CH:6]=1)([CH3:4])([CH3:3])[CH3:2].[S].N1CC[O:20]CC1.[OH2:23]. Given the product [C:1]([C:5]1[CH:10]=[CH:9][C:8]([CH2:11][C:12]([OH:20])=[O:23])=[C:7]([O:14][CH3:15])[CH:6]=1)([CH3:4])([CH3:3])[CH3:2], predict the reactants needed to synthesize it. (2) Given the product [CH:1]1([N:4]([CH:18]2[CH2:23][CH2:22][N:21]([C:24]3[N:27]=[C:31]([CH:28]4[CH2:30][CH2:29]4)[O:26][N:25]=3)[CH2:20][CH2:19]2)[C:5](=[O:17])[C:6]2[CH:11]=[CH:10][C:9]([C:12]3[O:16][CH:15]=[N:14][CH:13]=3)=[CH:8][CH:7]=2)[CH2:3][CH2:2]1, predict the reactants needed to synthesize it. The reactants are: [CH:1]1([N:4]([CH:18]2[CH2:23][CH2:22][N:21]([C:24](=[NH:27])[NH:25][OH:26])[CH2:20][CH2:19]2)[C:5](=[O:17])[C:6]2[CH:11]=[CH:10][C:9]([C:12]3[O:16][CH:15]=[N:14][CH:13]=3)=[CH:8][CH:7]=2)[CH2:3][CH2:2]1.[CH:28]1([C:31](Cl)=O)[CH2:30][CH2:29]1. (3) Given the product [OH:4][C:5]1[CH:14]=[C:13]2[C:8]([C@@H:9]([CH2:24][CH2:25][CH2:26][CH2:27][CH2:28][CH2:29][CH2:30][CH2:31][CH:32]([CH2:41][CH2:42][CH2:43][C:44]([F:50])([F:49])[C:45]([F:46])([F:47])[F:48])[C:33]([OH:35])=[O:34])[C@:10]([C:16]3[CH:17]=[CH:18][C:19]([OH:22])=[CH:20][CH:21]=3)([CH3:15])[CH2:11][S:12]2)=[CH:7][CH:6]=1, predict the reactants needed to synthesize it. The reactants are: [OH-].[K+].C[O:4][C:5]1[CH:14]=[C:13]2[C:8]([C@@H:9]([CH2:24][CH2:25][CH2:26][CH2:27][CH2:28][CH2:29][CH2:30][CH2:31][C:32]([CH2:41][CH2:42][CH2:43][C:44]([F:50])([F:49])[C:45]([F:48])([F:47])[F:46])(C(OC)=O)[C:33]([O:35]C)=[O:34])[C@:10]([C:16]3[CH:21]=[CH:20][C:19]([O:22]C)=[CH:18][CH:17]=3)([CH3:15])[CH2:11][S:12]2)=[CH:7][CH:6]=1.Cl.B(Br)(Br)Br. (4) The reactants are: [CH3:1][N:2]([CH3:17])[CH2:3][CH2:4][CH2:5][C:6]1[C:14]2[C:9](=[CH:10][CH:11]=[CH:12][CH:13]=2)[NH:8][C:7]=1[CH2:15][OH:16]. Given the product [CH3:17][N:2]([CH3:1])[CH2:3][CH2:4][CH2:5][C:6]1[C:14]2[C:9](=[CH:10][CH:11]=[CH:12][CH:13]=2)[NH:8][C:7]=1[CH:15]=[O:16], predict the reactants needed to synthesize it. (5) Given the product [CH2:12]([O:11][CH2:10][C@H:9]([N:8]([C:1]([O:3][C:4]([CH3:7])([CH3:6])[CH3:5])=[O:2])[CH3:22])[C:19]([OH:21])=[O:20])[C:13]1[CH:14]=[CH:15][CH:16]=[CH:17][CH:18]=1, predict the reactants needed to synthesize it. The reactants are: [C:1]([NH:8][C@H:9]([C:19]([OH:21])=[O:20])[CH2:10][O:11][CH2:12][C:13]1[CH:18]=[CH:17][CH:16]=[CH:15][CH:14]=1)([O:3][C:4]([CH3:7])([CH3:6])[CH3:5])=[O:2].[CH3:22]I.[H-].[Na+]. (6) The reactants are: Cl[CH2:2][C:3]1[CH:4]=[C:5]([CH:27]=[CH:28][N:29]=1)[C:6]([NH:8][C:9]1[S:10][C:11]2[C:17]([CH:18]3[CH2:24][O:23][CH2:22][CH2:21][O:20][CH2:19]3)=[CH:16][CH:15]=[C:14]([O:25][CH3:26])[C:12]=2[N:13]=1)=[O:7].N1CCCC1.[CH3:35][O:36][CH2:37][CH2:38][N:39](CC1C=C(C=CN=1)C(NC1SC2[C:40]([N:39]3C[CH2:35][O:36][CH2:37][CH2:38]3)=CC=C(OC)C=2N=1)=O)[CH3:40]. Given the product [O:23]1[CH2:24][CH:18]([C:17]2[C:11]3[S:10][C:9]([NH:8][C:6](=[O:7])[C:5]4[CH:27]=[CH:28][N:29]=[C:3]([CH2:2][N:39]([CH2:38][CH2:37][O:36][CH3:35])[CH3:40])[CH:4]=4)=[N:13][C:12]=3[C:14]([O:25][CH3:26])=[CH:15][CH:16]=2)[CH2:19][O:20][CH2:21][CH2:22]1, predict the reactants needed to synthesize it. (7) Given the product [NH2:9][C:8]1[CH:7]=[CH:6][C:5]([N:12]2[CH2:17][CH2:16][N:15]([C:18](=[O:20])[CH3:19])[CH2:14][CH2:13]2)=[CH:4][C:3]=1[CH2:2][OH:1], predict the reactants needed to synthesize it. The reactants are: [OH:1][CH2:2][C:3]1[CH:4]=[C:5]([N:12]2[CH2:17][CH2:16][N:15]([C:18](=[O:20])[CH3:19])[CH2:14][CH2:13]2)[CH:6]=[CH:7][C:8]=1[N+:9]([O-])=O. (8) Given the product [N+:18]([C:21]1[CH:30]=[CH:29][C:28]2[C:23](=[CH:24][CH:25]=[CH:26][CH:27]=2)[C:22]=1[CH2:13][C:14]#[N:15])([O-:20])=[O:19], predict the reactants needed to synthesize it. The reactants are: C([O-])(C)(C)C.[K+].ClC1C=CC(O[CH2:13][C:14]#[N:15])=CC=1.[N+:18]([C:21]1[CH:30]=[CH:29][C:28]2[C:23](=[CH:24][CH:25]=[CH:26][CH:27]=2)[CH:22]=1)([O-:20])=[O:19].Cl.